From a dataset of Caco-2 cell permeability data measuring drug intestinal absorption for ~900 compounds. Regression/Classification. Given a drug SMILES string, predict its absorption, distribution, metabolism, or excretion properties. Task type varies by dataset: regression for continuous measurements (e.g., permeability, clearance, half-life) or binary classification for categorical outcomes (e.g., BBB penetration, CYP inhibition). For this dataset (caco2_wang), we predict Y. (1) The molecule is CN[C@@H](CCSC)C(=O)NC(=O)[C@H](Cc1ccccc1)NC(=O)CNC(=O)[C@@H](C)NC(=O)[C@@H](N)Cc1ccc(O)cc1. The Y is -7.31 log Papp (cm/s). (2) The drug is C=CCOc1ccccc1OCC(CNC(C)C)OC(=O)C1CC1. The Y is -4.19 log Papp (cm/s). (3) The drug is CC(C)(C)CC(=O)Nc1c(F)cc(C(=O)Nc2nccs2)cc1F. The Y is -4.06 log Papp (cm/s). (4) The drug is CC(C)C[C@H]1NC(=O)[C@@H](Cc2ccccc2)NC(=O)CNC(=O)[C@@H](C)NC(=O)[C@H](Cc2ccc(O)cc2)NC(=O)/C=C\c2ccccc2OC1=O. The Y is -5.88 log Papp (cm/s). (5) The compound is CC(C)(C)S(=O)(=O)C[C@H](Cc1ccccc1)C(=O)N[C@@H](Cc1cnc[nH]1)C(=O)N[C@H](CC1CCCCC1)[C@@H](O)[C@H](O)C1CC1. The Y is -6.13 log Papp (cm/s). (6) The drug is CCOC(=O)COc1ccc(C(=O)CN2CCN(C3CCN(C(=O)OC(C)OC(=O)C(C)(C)C)CC3)CC2=O)cc1. The Y is -4.14 log Papp (cm/s). (7) The compound is CC(C)C(N)C(=O)OC[C@@H]1O[C@H](n2cc(F)c(=O)[nH]c2=O)C[C@H]1O. The Y is -5.29 log Papp (cm/s). (8) The molecule is CN1C(=O)CC(N2CCN(CCCN3c4ccccc4Sc4ccc(CC(=O)O)cc43)CC2)N(C)C1=O. The Y is -4.91 log Papp (cm/s).